From a dataset of Reaction yield outcomes from USPTO patents with 853,638 reactions. Predict the reaction yield, written as a fraction of the theoretical maximum amount of product (1.0 means a 100% yield; for example, 0.34 means a 34% yield). (1) The reactants are C(N1CCN2CCN(CC(C)C)P1N(CC(C)C)CC2)C(C)C.CC(C)([O-])C.[Na+].Cl[C:31]1[CH:36]=[CH:35][N:34]=[C:33]2[S:37][C:38]([CH2:40][CH2:41][CH3:42])=[N:39][C:32]=12.[NH2:43][C:44]1[CH:49]=[C:48]([CH3:50])[CH:47]=[CH:46][C:45]=1[S:51][C:52]1[CH:57]=[CH:56][C:55]([NH:58][C:59](=[O:61])[CH3:60])=[CH:54][CH:53]=1.NC1C=CC=CC=1. The catalyst is C1(C)C=CC=CC=1.C1C=CC(/C=C/C(/C=C/C2C=CC=CC=2)=O)=CC=1.C1C=CC(/C=C/C(/C=C/C2C=CC=CC=2)=O)=CC=1.C1C=CC(/C=C/C(/C=C/C2C=CC=CC=2)=O)=CC=1.[Pd].[Pd]. The product is [CH3:50][C:48]1[CH:47]=[CH:46][C:45]([S:51][C:52]2[CH:53]=[CH:54][C:55]([NH:58][C:59](=[O:61])[CH3:60])=[CH:56][CH:57]=2)=[C:44]([NH:43][C:31]2[CH:36]=[CH:35][N:34]=[C:33]3[S:37][C:38]([CH2:40][CH2:41][CH3:42])=[N:39][C:32]=23)[CH:49]=1. The yield is 0.100. (2) The reactants are [CH2:1]([O:3][C:4]([N:6]1[CH2:11][CH2:10][N:9]([CH2:12][C:13]#[CH:14])[CH2:8][CH2:7]1)=[O:5])[CH3:2].Br[C:16]1[CH:17]=[C:18]([CH3:23])[CH:19]=[CH:20][C:21]=1[F:22].C(NC(C)C)(C)C.C(P(C(C)(C)C)C(C)(C)C)(C)(C)C. The catalyst is O1CCOCC1.CCOC(C)=O.[Cu](I)I. The product is [CH2:1]([O:3][C:4]([N:6]1[CH2:7][CH2:8][N:9]([CH2:12][C:13]#[C:14][C:16]2[CH:17]=[C:18]([CH3:23])[CH:19]=[CH:20][C:21]=2[F:22])[CH2:10][CH2:11]1)=[O:5])[CH3:2]. The yield is 0.150. (3) The reactants are [Br:1][C:2]1[CH:7]=[CH:6][CH:5]=[CH:4][C:3]=1[NH:8][C:9](=[O:25])[NH:10][C:11]1[C:12]([O:23][CH3:24])=[N:13][C:14]([CH2:17][C:18]([O:20]CC)=[O:19])=[CH:15][CH:16]=1.[OH-].[Na+].Cl. The catalyst is C1COCC1. The product is [Br:1][C:2]1[CH:7]=[CH:6][CH:5]=[CH:4][C:3]=1[NH:8][C:9](=[O:25])[NH:10][C:11]1[C:12]([O:23][CH3:24])=[N:13][C:14]([CH2:17][C:18]([OH:20])=[O:19])=[CH:15][CH:16]=1. The yield is 0.890. (4) The reactants are [Cl:1][C:2]1[CH:3]=[C:4]([CH:41]=[CH:42][C:43]=1F)[C:5]1[C:10]([C:11]2[CH:20]=[CH:19][C:18]3[C:13](=[CH:14][CH:15]=[C:16]([C:21]4[N:25]([CH:26]5[CH2:31][CH2:30][CH2:29][CH2:28][CH2:27]5)[C:24]5[CH:32]=[CH:33][C:34]([C:36]([OH:38])=[O:37])=[CH:35][C:23]=5[N:22]=4)[CH:17]=3)[N:12]=2)=[CH:9][C:8]([O:39][CH3:40])=[CH:7][CH:6]=1.COC(C1C=CC2N(C3CCCCC3)C(C3C=C4C(=CC=3)N=C(C3C=C(OC)C=CC=3Br)C=C4)=NC=2C=1)=O.[Cl:83]C1C=C(B(O)O)C=C(Cl)C=1. No catalyst specified. The product is [CH:26]1([N:25]2[C:24]3[CH:32]=[CH:33][C:34]([C:36]([OH:38])=[O:37])=[CH:35][C:23]=3[N:22]=[C:21]2[C:16]2[CH:17]=[C:18]3[C:13](=[CH:14][CH:15]=2)[N:12]=[C:11]([C:10]2[C:5]([C:4]4[CH:41]=[C:42]([Cl:83])[CH:43]=[C:2]([Cl:1])[CH:3]=4)=[CH:6][CH:7]=[C:8]([O:39][CH3:40])[CH:9]=2)[CH:20]=[CH:19]3)[CH2:31][CH2:30][CH2:29][CH2:28][CH2:27]1. The yield is 0.150.